Dataset: Peptide-MHC class I binding affinity with 185,985 pairs from IEDB/IMGT. Task: Regression. Given a peptide amino acid sequence and an MHC pseudo amino acid sequence, predict their binding affinity value. This is MHC class I binding data. (1) The peptide sequence is ECSDSPLVL. The MHC is HLA-A29:02 with pseudo-sequence HLA-A29:02. The binding affinity (normalized) is 0. (2) The peptide sequence is KTRLSEMLS. The MHC is HLA-A30:01 with pseudo-sequence HLA-A30:01. The binding affinity (normalized) is 1.00.